Predict the product of the given reaction. From a dataset of Forward reaction prediction with 1.9M reactions from USPTO patents (1976-2016). (1) Given the reactants [Cl:1][C:2]1[CH:3]=[C:4]([C:9]2([C:23]([F:26])([F:25])[F:24])[O:13][N:12]=[C:11]([C:14]3[CH:15]=[CH:16][C:17]([CH2:21][CH3:22])=[C:18]([CH:20]=3)[NH2:19])[CH2:10]2)[CH:5]=[C:6]([Cl:8])[CH:7]=1.[N:27]([O-])=O.[Na+].[Sn](Cl)Cl.[OH-].[Na+], predict the reaction product. The product is: [Cl:1][C:2]1[CH:3]=[C:4]([C:9]2([C:23]([F:24])([F:26])[F:25])[O:13][N:12]=[C:11]([C:14]3[CH:15]=[CH:16][C:17]([CH2:21][CH3:22])=[C:18]([NH:19][NH2:27])[CH:20]=3)[CH2:10]2)[CH:5]=[C:6]([Cl:8])[CH:7]=1. (2) Given the reactants Br[C:2]1[C:3]2[N:4]([N:8]=[C:9]([Cl:11])[N:10]=2)[CH:5]=[CH:6][CH:7]=1.[CH3:12][O:13][C:14]1[CH:19]=[C:18]([C:20]([F:23])([F:22])[F:21])[CH:17]=[CH:16][C:15]=1B(O)O, predict the reaction product. The product is: [Cl:11][C:9]1[N:10]=[C:3]2[CH:2]=[CH:7][CH:6]=[C:5]([C:15]3[CH:16]=[CH:17][C:18]([C:20]([F:23])([F:22])[F:21])=[CH:19][C:14]=3[O:13][CH3:12])[N:4]2[N:8]=1. (3) The product is: [CH2:1]([C:3]1[C:4]2[CH:5]=[CH:6][C:7]([O:26][CH3:27])=[C:8]([O:24][CH3:25])[C:9]=2[CH:10]([C:29]#[C:30][CH3:31])[N:11]2[CH2:20][CH2:19][C:18]3[C:13](=[CH:14][C:15]4[O:23][CH2:22][O:21][C:16]=4[CH:17]=3)[C:12]=12)[CH3:2]. Given the reactants [CH2:1]([C:3]1[C:4]2[CH:5]=[CH:6][C:7]([O:26][CH3:27])=[C:8]([O:24][CH3:25])[C:9]=2[CH2:10][NH+:11]2[CH2:20][CH2:19][C:18]3[C:13](=[CH:14][C:15]4[O:23][CH2:22][O:21][C:16]=4[CH:17]=3)[C:12]=12)[CH3:2].[I-].[C:29]([Mg]Br)#[C:30][CH3:31].O1CCCC1, predict the reaction product. (4) Given the reactants [CH3:1][C:2]1[O:3][C:4]([C@@H:7]2[CH2:12][CH2:11]CCN2)=[N:5][N:6]=1.C(O[C:18]([N:20]1CC[C@@H](C(O)=O)C1)=O)(C)(C)C.C(NN)(=O)C, predict the reaction product. The product is: [CH3:1][C:2]1[O:3][C:4]([C@@H:7]2[CH2:12][CH2:11][NH:20][CH2:18]2)=[N:5][N:6]=1. (5) Given the reactants [Br:1][C:2]1[CH:7]=[CH:6][CH:5]=[CH:4][C:3]=1[C:8](=[CH:14]O)[C:9]([O:11][CH2:12][CH3:13])=[O:10].[NH2:16][C:17]1[C:18]([CH3:23])=[CH:19][CH:20]=[CH:21][CH:22]=1, predict the reaction product. The product is: [C:18]1([CH3:23])[C:17]([NH:16][CH:14]=[C:8]([C:3]2[CH:4]=[CH:5][CH:6]=[CH:7][C:2]=2[Br:1])[C:9]([O:11][CH2:12][CH3:13])=[O:10])=[CH:22][CH:21]=[CH:20][CH:19]=1.